From a dataset of TCR-epitope binding with 47,182 pairs between 192 epitopes and 23,139 TCRs. Binary Classification. Given a T-cell receptor sequence (or CDR3 region) and an epitope sequence, predict whether binding occurs between them. The epitope is KPLEFGATSAAL. The TCR CDR3 sequence is CASSPHGLAGSYEQYF. Result: 1 (the TCR binds to the epitope).